Dataset: Retrosynthesis with 50K atom-mapped reactions and 10 reaction types from USPTO. Task: Predict the reactants needed to synthesize the given product. (1) Given the product C[Si](C)(C)CCOCN(COCC[Si](C)(C)C)S(=O)(=O)c1cccc(CBr)c1, predict the reactants needed to synthesize it. The reactants are: BrC(Br)(Br)Br.C[Si](C)(C)CCOCN(COCC[Si](C)(C)C)S(=O)(=O)c1cccc(CO)c1. (2) Given the product O=C(O)[C@@H]1CCCN1C1CCOCC1, predict the reactants needed to synthesize it. The reactants are: O=C(O)[C@@H]1CCCN1.O=C1CCOCC1. (3) The reactants are: CSc1ncc(Br)c([C@H](N)Cc2cc(F)cc(F)c2)n1.O=C(O)Cn1nc(C(F)(F)F)c2c1CCCC2. Given the product CSc1ncc(Br)c([C@@H](Cc2cc(F)cc(F)c2)NC(=O)Cn2nc(C(F)(F)F)c3c2CCCC3)n1, predict the reactants needed to synthesize it. (4) Given the product CN(CCNS(=O)(=O)c1ccccc1[N+](=O)[O-])C(=O)OC(C)(C)C, predict the reactants needed to synthesize it. The reactants are: CN(CCN)C(=O)OC(C)(C)C.O=[N+]([O-])c1ccccc1S(=O)(=O)Cl. (5) Given the product N#Cc1c(Cl)c(Cl)c(Oc2ccccc2-c2ccccc2)c(Cl)c1C#N, predict the reactants needed to synthesize it. The reactants are: N#Cc1c(Cl)c(Cl)c(Cl)c(Cl)c1C#N.Oc1ccccc1-c1ccccc1.